The task is: Predict the reaction yield, written as a fraction of the theoretical maximum amount of product (1.0 means a 100% yield; for example, 0.34 means a 34% yield).. This data is from Reaction yield outcomes from USPTO patents with 853,638 reactions. (1) The yield is 0.770. The reactants are [CH2:1]([O:4]N1C(=O)N2C[C@H]1C=C(C)[C@H]2C(N)=O)C=C.[CH2:18]([O:21][NH:22][C@H:23]1[CH2:28][NH:27][C@H:26]([C:29]([NH2:31])=[O:30])[C:25]([CH:32]([CH3:34])[CH3:33])=[CH:24]1)[CH:19]=[CH2:20]. The product is [CH2:18]([O:21][N:22]1[C:1](=[O:4])[N:27]2[CH2:28][C@H:23]1[CH:24]=[C:25]([CH:32]([CH3:34])[CH3:33])[C@H:26]2[C:29]([NH2:31])=[O:30])[CH:19]=[CH2:20]. No catalyst specified. (2) The reactants are [C:1]1([CH:7]([C:13]2[CH:18]=[CH:17][CH:16]=[CH:15][CH:14]=2)[C@@H:8]([OH:12])[CH2:9][CH:10]=[CH2:11])[CH:6]=[CH:5][CH:4]=[CH:3][CH:2]=1.[H-].[Na+].[CH2:21](Br)[CH:22]=[CH2:23]. The catalyst is CN(C=O)C. The product is [C:13]1([CH:7]([C:1]2[CH:2]=[CH:3][CH:4]=[CH:5][CH:6]=2)[C@@H:8]([O:12][CH2:23][CH:22]=[CH2:21])[CH2:9][CH:10]=[CH2:11])[CH:14]=[CH:15][CH:16]=[CH:17][CH:18]=1. The yield is 0.850. (3) The reactants are [CH3:1][O:2][C:3]([C:5]1[C:10]([O:11][CH2:12][C:13]2[CH:18]=[CH:17][CH:16]=[CH:15][CH:14]=2)=[C:9](Br)[CH:8]=[C:7]([O:20][CH3:21])[N:6]=1)=[O:4].[CH2:22]([Sn](CCCC)(CCCC)C=C)[CH2:23]CC. The catalyst is C1COCC1.Cl[Pd](Cl)([P](C1C=CC=CC=1)(C1C=CC=CC=1)C1C=CC=CC=1)[P](C1C=CC=CC=1)(C1C=CC=CC=1)C1C=CC=CC=1. The product is [CH3:1][O:2][C:3]([C:5]1[C:10]([O:11][CH2:12][C:13]2[CH:18]=[CH:17][CH:16]=[CH:15][CH:14]=2)=[C:9]([CH:22]=[CH2:23])[CH:8]=[C:7]([O:20][CH3:21])[N:6]=1)=[O:4]. The yield is 0.300. (4) The reactants are Br[C:2]1[CH:3]=[CH:4][C:5]([NH2:8])=[N:6][CH:7]=1.[CH3:9][S:10]([O-:12])=[O:11].[Na+].N[C@@H]1CCCC[C@H]1N.CS(C)=O. The catalyst is O. The product is [CH3:9][S:10]([C:2]1[CH:3]=[CH:4][C:5]([NH2:8])=[N:6][CH:7]=1)(=[O:12])=[O:11]. The yield is 0.402. (5) The product is [CH3:11][C@@H:10]([O:12][C:13]1[CH:18]=[C:17]([C:19]2[CH:20]=[N:21][N:22]([CH:24]3[CH2:29][CH2:28][NH:27][CH2:26][CH2:25]3)[CH:23]=2)[CH:16]=[N:15][C:14]=1[NH2:38])[C:3]1[C:4]([Cl:9])=[CH:5][CH:6]=[C:7]([F:8])[C:2]=1[Cl:1]. The reactants are [Cl:1][C:2]1[C:7]([F:8])=[CH:6][CH:5]=[C:4]([Cl:9])[C:3]=1[CH:10]([O:12][C:13]1[C:14]([NH:38]C(OC(C)(C)C)=O)=[N:15][CH:16]=[C:17]([C:19]2[CH:20]=[N:21][N:22]([CH:24]3[CH2:29][CH2:28][N:27](C(OC(C)(C)C)=O)[CH:26](N)[CH2:25]3)[CH:23]=2)[CH:18]=1)[CH3:11]. The catalyst is C(O)C.[Pd]. The yield is 0.996.